Dataset: Catalyst prediction with 721,799 reactions and 888 catalyst types from USPTO. Task: Predict which catalyst facilitates the given reaction. Reactant: [S-:1][C:2]#[N:3].[Na+].[CH3:5][N:6]([C:8]([N:11]([CH3:13])[CH3:12])(Cl)[Cl:9])[CH3:7]. Product: [S-:1][C:2]#[N:3].[CH3:5][N:6]([C+:8]([N:11]([CH3:13])[CH3:12])[Cl:9])[CH3:7]. The catalyst class is: 10.